From a dataset of Peptide-MHC class I binding affinity with 185,985 pairs from IEDB/IMGT. Regression. Given a peptide amino acid sequence and an MHC pseudo amino acid sequence, predict their binding affinity value. This is MHC class I binding data. (1) The peptide sequence is YRYLCLIQK. The MHC is HLA-A03:01 with pseudo-sequence HLA-A03:01. The binding affinity (normalized) is 0.334. (2) The peptide sequence is ATAHGSTLA. The MHC is HLA-A02:01 with pseudo-sequence HLA-A02:01. The binding affinity (normalized) is 0. (3) The peptide sequence is AIRGQYSGFV. The MHC is HLA-A02:01 with pseudo-sequence HLA-A02:01. The binding affinity (normalized) is 0.125. (4) The peptide sequence is SDYLELDTI. The MHC is Mamu-B01 with pseudo-sequence Mamu-B01. The binding affinity (normalized) is 0.959. (5) The peptide sequence is TLLVDLLWL. The MHC is HLA-A68:01 with pseudo-sequence HLA-A68:01. The binding affinity (normalized) is 0.0197. (6) The peptide sequence is QRHPNFPSK. The MHC is HLA-B18:01 with pseudo-sequence HLA-B18:01. The binding affinity (normalized) is 0.0847. (7) The MHC is HLA-B39:01 with pseudo-sequence HLA-B39:01. The peptide sequence is AFYWHFIFR. The binding affinity (normalized) is 0.0847.